Dataset: Full USPTO retrosynthesis dataset with 1.9M reactions from patents (1976-2016). Task: Predict the reactants needed to synthesize the given product. (1) Given the product [CH:39]1([C:37]([NH:36][C:34]2[N:35]=[C:30]3[CH:29]=[CH:28][C:27]([O:26][C:25]4[CH:24]=[C:23]([NH:22][C:8]([C:4]5[S:3][C:2]([CH3:1])=[N:6][C:5]=5[CH3:7])=[O:10])[CH:44]=[CH:43][CH:42]=4)=[CH:32][N:31]3[N:33]=2)=[O:38])[CH2:40][CH2:41]1, predict the reactants needed to synthesize it. The reactants are: [CH3:1][C:2]1[S:3][C:4]([C:8]([OH:10])=O)=[C:5]([CH3:7])[N:6]=1.O1CCCC1.C(Cl)(=O)C(Cl)=O.[NH2:22][C:23]1[CH:24]=[C:25]([CH:42]=[CH:43][CH:44]=1)[O:26][C:27]1[CH:28]=[CH:29][C:30]2[N:31]([N:33]=[C:34]([NH:36][C:37]([CH:39]3[CH2:41][CH2:40]3)=[O:38])[N:35]=2)[CH:32]=1. (2) Given the product [CH2:11]([NH:18][C:19]([C:21]1[S:25][C:24]([N:26]2[CH2:31][CH2:30][CH2:29][CH:28]([CH2:9][CH2:8][CH2:7][C:1]3[CH:2]=[CH:3][CH:4]=[CH:5][CH:6]=3)[C:27]2=[O:32])=[N:23][C:22]=1[CH3:33])=[O:20])[C:12]1[CH:17]=[CH:16][CH:15]=[CH:14][CH:13]=1, predict the reactants needed to synthesize it. The reactants are: [C:1]1([CH2:7][CH2:8][CH:9]=O)[CH:6]=[CH:5][CH:4]=[CH:3][CH:2]=1.[CH2:11]([NH:18][C:19]([C:21]1[S:25][C:24]([N:26]2[CH2:31][CH2:30][CH2:29][CH2:28][C:27]2=[O:32])=[N:23][C:22]=1[CH3:33])=[O:20])[C:12]1[CH:17]=[CH:16][CH:15]=[CH:14][CH:13]=1. (3) The reactants are: [CH:1]([OH:3])=[O:2].C(N(CC)CC)C.Cl[CH2:12][C:13]([O:15][C:16]([CH3:28])([CH2:18][CH2:19][C:20]([O:23][C:24](=[O:27])[CH2:25]Cl)([CH3:22])[CH3:21])[CH3:17])=[O:14].[C:29]([O:32]CC)(=[O:31])C. Given the product [CH:1]([O:3][CH2:12][C:13]([O:15][C:16]([CH3:28])([CH2:18][CH2:19][C:20]([O:23][C:24](=[O:27])[CH2:25][O:32][CH:29]=[O:31])([CH3:22])[CH3:21])[CH3:17])=[O:14])=[O:2], predict the reactants needed to synthesize it. (4) Given the product [CH2:1]([O:10][C:11]1[CH:16]=[CH:15][N:14]=[C:13]([CH2:17][Cl:22])[C:12]=1[CH3:19])[CH2:2][CH2:3][CH2:4][CH2:5][CH2:6][CH2:7][CH2:8][CH3:9], predict the reactants needed to synthesize it. The reactants are: [CH2:1]([O:10][C:11]1[CH:16]=[CH:15][N:14]=[C:13]([CH2:17]O)[C:12]=1[CH3:19])[CH2:2][CH2:3][CH2:4][CH2:5][CH2:6][CH2:7][CH2:8][CH3:9].S(Cl)([Cl:22])=O.C(=O)(O)[O-].[Na+]. (5) Given the product [CH2:14]([O:16][C:17](=[O:27])/[CH:18]=[C:19](\[NH:26][C:1](=[O:3])[CH3:2])/[CH2:20][C@@H:21]([CH3:25])/[CH:22]=[CH:23]/[CH3:24])[CH3:15], predict the reactants needed to synthesize it. The reactants are: [C:1](OC(=O)C)(=[O:3])[CH3:2].N1C=CC=CC=1.[CH2:14]([O:16][C:17](=[O:27])/[CH:18]=[C:19](\[NH2:26])/[CH2:20][C@@H:21]([CH3:25])/[CH:22]=[CH:23]/[CH3:24])[CH3:15].